From a dataset of Forward reaction prediction with 1.9M reactions from USPTO patents (1976-2016). Predict the product of the given reaction. (1) Given the reactants [CH2:1]([C:9]1[CH:17]=[CH:16][C:12]([C:13]([OH:15])=O)=[CH:11][CH:10]=1)[CH2:2][C:3]1[CH:8]=[CH:7][CH:6]=[CH:5][CH:4]=1.[CH2:18]([NH2:21])[CH2:19][CH3:20], predict the reaction product. The product is: [CH2:1]([C:9]1[CH:10]=[CH:11][C:12]([C:13]([NH:21][CH2:18][CH2:19][CH3:20])=[O:15])=[CH:16][CH:17]=1)[CH2:2][C:3]1[CH:4]=[CH:5][CH:6]=[CH:7][CH:8]=1. (2) Given the reactants [Br:1][C:2]1[CH:3]=[C:4]([CH3:16])[C:5]([O:11][CH:12]2[CH2:15][CH2:14][CH2:13]2)=[C:6]([CH:10]=1)[C:7]([OH:9])=O.[CH2:17]([O:19][C:20]([C:22]1([NH2:31])[CH2:30][C:29]2[C:24](=[CH:25][CH:26]=[CH:27][CH:28]=2)[CH2:23]1)=[O:21])[CH3:18].CCN(C(C)C)C(C)C.CC(O)C.C(Cl)Cl, predict the reaction product. The product is: [CH2:17]([O:19][C:20]([C:22]1([NH:31][C:7](=[O:9])[C:6]2[CH:10]=[C:2]([Br:1])[CH:3]=[C:4]([CH3:16])[C:5]=2[O:11][CH:12]2[CH2:15][CH2:14][CH2:13]2)[CH2:30][C:29]2[C:24](=[CH:25][CH:26]=[CH:27][CH:28]=2)[CH2:23]1)=[O:21])[CH3:18]. (3) Given the reactants [F:1][C:2]([F:30])([F:29])[C:3]1[CH:7]=[C:6]([C:8]([F:11])([F:10])[F:9])[N:5]([CH2:12][C:13]2[CH:14]=[C:15]([C:25]([O:27]C)=[O:26])[N:16]([C:18]3[C:23]([Cl:24])=[CH:22][CH:21]=[CH:20][N:19]=3)[N:17]=2)[N:4]=1.[OH-].[Na+], predict the reaction product. The product is: [F:30][C:2]([F:1])([F:29])[C:3]1[CH:7]=[C:6]([C:8]([F:11])([F:10])[F:9])[N:5]([CH2:12][C:13]2[CH:14]=[C:15]([C:25]([OH:27])=[O:26])[N:16]([C:18]3[C:23]([Cl:24])=[CH:22][CH:21]=[CH:20][N:19]=3)[N:17]=2)[N:4]=1. (4) Given the reactants [ClH:1].C(OC([N:9]1[CH2:14][CH2:13][CH2:12][CH2:11][C@H:10]1[CH2:15][OH:16])=O)(C)(C)C, predict the reaction product. The product is: [ClH:1].[NH:9]1[CH2:14][CH2:13][CH2:12][CH2:11][C@H:10]1[CH2:15][OH:16].